Task: Predict the product of the given reaction.. Dataset: Forward reaction prediction with 1.9M reactions from USPTO patents (1976-2016) Given the reactants [CH2:1]([C:4]1[CH:13]=[CH:12][CH:11]=[C:10]2[C:5]=1[CH:6]=[CH:7][N:8]=[CH:9]2)[CH:2]=C.O.CO.C(O)[CH2:18][OH:19].[O-:21][Mn](=O)(=O)=O.[K+], predict the reaction product. The product is: [CH3:18][O:19][C:2](=[O:21])[CH2:1][C:4]1[CH:13]=[CH:12][CH:11]=[C:10]2[C:5]=1[CH:6]=[CH:7][N:8]=[CH:9]2.